This data is from Catalyst prediction with 721,799 reactions and 888 catalyst types from USPTO. The task is: Predict which catalyst facilitates the given reaction. (1) Reactant: [NH2:1][C:2]1[CH:11]=[C:10]2[C:5]([CH2:6][CH2:7][CH2:8][N:9]2[CH3:12])=[CH:4][CH:3]=1.[C:13]1([C:22]2[CH:27]=[CH:26][CH:25]=[CH:24][CH:23]=2)[CH:18]=[CH:17][C:16]([C:19](O)=[O:20])=[CH:15][CH:14]=1.Cl.CN(C)CCCN=C=NCC. Product: [CH3:12][N:9]1[C:10]2[C:5](=[CH:4][CH:3]=[C:2]([NH:1][C:19]([C:16]3[CH:17]=[CH:18][C:13]([C:22]4[CH:23]=[CH:24][CH:25]=[CH:26][CH:27]=4)=[CH:14][CH:15]=3)=[O:20])[CH:11]=2)[CH2:6][CH2:7][CH2:8]1. The catalyst class is: 2. (2) Reactant: [C:1]([C:3]1[CH:35]=[CH:34][C:6]([O:7][C:8]2[CH:32]=[CH:31][C:11]([CH2:12][O:13][C:14]3[CH:15]=[C:16]4[N:23](C(OC(C)(C)C)=O)[CH2:22][CH2:21][N:17]4[C:18](=[O:20])[N:19]=3)=[CH:10][C:9]=2[F:33])=[CH:5][C:4]=1[C:36]([F:39])([F:38])[F:37])#[N:2]. Product: [F:33][C:9]1[CH:10]=[C:11]([CH2:12][O:13][C:14]2[CH:15]=[C:16]3[NH:23][CH2:22][CH2:21][N:17]3[C:18](=[O:20])[N:19]=2)[CH:31]=[CH:32][C:8]=1[O:7][C:6]1[CH:34]=[CH:35][C:3]([C:1]#[N:2])=[C:4]([C:36]([F:37])([F:38])[F:39])[CH:5]=1. The catalyst class is: 3. (3) Reactant: C[O:2][C:3](=O)[C@H:4]([NH:15][S:16]([C:19]1[CH:24]=[C:23]([Br:25])[CH:22]=[CH:21][C:20]=1[O:26][CH3:27])(=[O:18])=[O:17])[CH2:5][C:6]1[C:14]2[C:9](=[CH:10][CH:11]=[CH:12][CH:13]=2)[NH:8][CH:7]=1.[BH4-].[Li+]. Product: [Br:25][C:23]1[CH:22]=[CH:21][C:20]([O:26][CH3:27])=[C:19]([S:16]([NH:15][C@H:4]([CH2:5][C:6]2[C:14]3[C:9](=[CH:10][CH:11]=[CH:12][CH:13]=3)[NH:8][CH:7]=2)[CH2:3][OH:2])(=[O:17])=[O:18])[CH:24]=1. The catalyst class is: 1. (4) Reactant: S=C1O[CH:5]2[C:6]3[C:7]([N:26]([C:28]([O:30][C:31]([CH3:34])([CH3:33])[CH3:32])=[O:29])[CH2:27][CH:4]2[O:3]1)=[N:8][C:9]([C:19]1[CH:24]=[CH:23][C:22]([CH3:25])=[CH:21][CH:20]=1)=[C:10]([C:12]1[CH:17]=[CH:16][C:15]([CH3:18])=[CH:14][CH:13]=1)[N:11]=3.C([SnH](CCCC)CCCC)CCC. Product: [OH:3][CH:4]1[CH2:27][N:26]([C:28]([O:30][C:31]([CH3:34])([CH3:33])[CH3:32])=[O:29])[C:7]2=[N:8][C:9]([C:19]3[CH:24]=[CH:23][C:22]([CH3:25])=[CH:21][CH:20]=3)=[C:10]([C:12]3[CH:17]=[CH:16][C:15]([CH3:18])=[CH:14][CH:13]=3)[N:11]=[C:6]2[CH2:5]1. The catalyst class is: 11.